Dataset: Reaction yield outcomes from USPTO patents with 853,638 reactions. Task: Predict the reaction yield, written as a fraction of the theoretical maximum amount of product (1.0 means a 100% yield; for example, 0.34 means a 34% yield). (1) The reactants are [CH3:1][N:2]([CH2:33][CH2:34][C:35]([O:37]C(C)(C)C)=[O:36])[C:3](=[O:32])[C:4]1[CH:9]=[CH:8][C:7]([NH:10][CH:11]([C:16]2[CH:21]=[CH:20][C:19]([C:22]3[CH:27]=[CH:26][C:25]([C:28]([F:31])([F:30])[F:29])=[CH:24][CH:23]=3)=[CH:18][CH:17]=2)[CH2:12][CH:13]([CH3:15])[CH3:14])=[N:6][CH:5]=1.C(=O)=O.CO.FC(F)(F)C1C=CC(C2N=CC(NC(C3C=CC(C(NCCC(O)=O)=O)=CC=3)CCC)=CN=2)=CC=1.C(O)(C(F)(F)F)=O.C(Cl)Cl.[OH-].[Na+]. The catalyst is O. The product is [CH3:1][N:2]([CH2:33][CH2:34][C:35]([OH:37])=[O:36])[C:3](=[O:32])[C:4]1[CH:9]=[CH:8][C:7]([NH:10][CH:11]([C:16]2[CH:21]=[CH:20][C:19]([C:22]3[CH:23]=[CH:24][C:25]([C:28]([F:29])([F:30])[F:31])=[CH:26][CH:27]=3)=[CH:18][CH:17]=2)[CH2:12][CH:13]([CH3:15])[CH3:14])=[N:6][CH:5]=1. The yield is 0.882. (2) The yield is 0.620. The catalyst is C1COCC1. The reactants are [NH2:1][C:2]1[CH:7]=[CH:6][C:5]([NH2:8])=[CH:4][CH:3]=1.[CH2:9]([N:11]=[C:12]=[O:13])[CH3:10].C(=O)([O-])[O-].[K+].[K+]. The product is [CH2:9]([NH:11][C:12]([NH:1][C:2]1[CH:7]=[CH:6][C:5]([NH2:8])=[CH:4][CH:3]=1)=[O:13])[CH3:10]. (3) The reactants are I.[S:2]1[CH:6]=[CH:5][CH:4]=[C:3]1[C:7](SC)=[NH:8].[N:11]1([CH2:16][CH2:17][N:18]2[CH2:23][CH2:22][S:21][C:20]3[CH:24]=[C:25]([NH2:28])[CH:26]=[CH:27][C:19]2=3)[CH2:15][CH2:14][CH2:13][CH2:12]1. The catalyst is CCO. The product is [N:11]1([CH2:16][CH2:17][N:18]2[CH2:23][CH2:22][S:21][C:20]3[CH:24]=[C:25]([NH:28][C:7]([C:3]4[S:2][CH:6]=[CH:5][CH:4]=4)=[NH:8])[CH:26]=[CH:27][C:19]2=3)[CH2:15][CH2:14][CH2:13][CH2:12]1. The yield is 0.880. (4) The reactants are [CH2:1]([C:5]1[NH:10][C:9](=[O:11])[CH:8]=[C:7]([CH2:12][CH3:13])[N:6]=1)[CH2:2][CH2:3][CH3:4].Br[CH2:15][C:16]1[CH:21]=[CH:20][C:19]([C:22]2[C:23]([C:28]#[N:29])=[CH:24][CH:25]=[CH:26][CH:27]=2)=[CH:18][CH:17]=1.C(=O)([O-])[O-].[K+].[K+]. The catalyst is C(#N)C. The product is [CH2:1]([C:5]1[N:10]([CH2:15][C:16]2[CH:17]=[CH:18][C:19]([C:22]3[C:23]([C:28]#[N:29])=[CH:24][CH:25]=[CH:26][CH:27]=3)=[CH:20][CH:21]=2)[C:9](=[O:11])[CH:8]=[C:7]([CH2:12][CH3:13])[N:6]=1)[CH2:2][CH2:3][CH3:4]. The yield is 0.250. (5) The reactants are [C:1]([CH2:3]P(=O)(OCC)OCC)#[N:2].CC(C)([O-])C.[K+].[N:18]1([C:24]2[CH:25]=[N:26][CH:27]=[C:28]([CH:31]=2)[CH:29]=O)[CH2:23][CH2:22][O:21][CH2:20][CH2:19]1. The catalyst is C1COCC1. The product is [N:18]1([C:24]2[CH:31]=[C:28](/[CH:29]=[CH:3]/[C:1]#[N:2])[CH:27]=[N:26][CH:25]=2)[CH2:23][CH2:22][O:21][CH2:20][CH2:19]1. The yield is 1.00. (6) The reactants are [Cl:1][C:2]1[N:7]=[C:6]([N:8]([CH:18]([CH3:20])[CH3:19])[CH2:9][C:10]([F:17])([F:16])[C:11](OCC)=[O:12])[C:5]([N+:21]([O-])=O)=[CH:4][N:3]=1. The catalyst is CC(O)=O.Cl.O.[Fe]. The product is [Cl:1][C:2]1[N:3]=[CH:4][C:5]2[NH:21][C:11](=[O:12])[C:10]([F:17])([F:16])[CH2:9][N:8]([CH:18]([CH3:20])[CH3:19])[C:6]=2[N:7]=1. The yield is 0.540. (7) The product is [ClH:42].[CH3:1][C:2]1([CH2:13][N:14]2[CH2:20][CH2:19][CH2:18][N:17]([C:21]([O:23][CH2:46][C:47]3[CH:52]=[CH:51][CH:50]=[CH:49][CH:48]=3)=[O:22])[CH2:16][CH2:15]2)[O:6][C:5]2=[N:7][C:8]([N+:10]([O-:12])=[O:11])=[CH:9][N:4]2[CH2:3]1. The yield is 0.830. The reactants are [CH3:1][C:2]1([CH2:13][N:14]2[CH2:20][CH2:19][CH2:18][N:17]([C:21]([O:23]C(C)(C)C)=[O:22])[CH2:16][CH2:15]2)[O:6][C:5]2=[N:7][C:8]([N+:10]([O-:12])=[O:11])=[CH:9][N:4]2[CH2:3]1.FC(F)(F)C(O)=O.C(N(CC)CC)C.[Cl:42]C(O[CH2:46][C:47]1[CH:52]=[CH:51][CH:50]=[CH:49][CH:48]=1)=O.Cl.C(OCC)(=O)C. The catalyst is C(OCC)(=O)C.O. (8) The reactants are [OH:1][C:2]1[C:9]([OH:10])=[CH:8][CH:7]=[CH:6][C:3]=1[CH:4]=[O:5].C(=O)([O-])[O-].[K+].[K+].I[CH2:18][CH2:19][CH3:20].O. The catalyst is CN(C=O)C. The product is [OH:10][C:9]1[C:2]([O:1][CH2:18][CH2:19][CH3:20])=[C:3]([CH:6]=[CH:7][CH:8]=1)[CH:4]=[O:5]. The yield is 0.420. (9) The yield is 0.850. The reactants are COC1[CH:24]=[CH:23][C:6]([C:7](Cl)([C:16]2[CH:21]=[CH:20]C=CC=2)[C:8]2[CH:13]=[CH:12][C:11]([O:14][CH3:15])=[CH:10][CH:9]=2)=CC=1.[NH:25]1[CH2:30][CH2:29][CH2:28][CH2:27][CH2:26]1.[C:31](#N)[CH3:32]. The catalyst is CCCCCC. The product is [CH3:15][O:14][C:11]1[CH:10]=[CH:9][C:8]([C:7]2[C:6]([C:32]3[CH:31]=[CH:12][C:11]([O:14][CH3:15])=[CH:10][CH:9]=3)=[C:23]([CH2:24][N:25]3[CH2:30][CH2:29][CH2:28][CH2:27][CH2:26]3)[CH:20]=[CH:21][CH:16]=2)=[CH:13][CH:12]=1. (10) The reactants are [N:1]([CH2:4][CH2:5][O:6][CH2:7][CH2:8][O:9][CH2:10][CH2:11][O:12][CH2:13][CH2:14][N:15]=[N+]=[N-])=[N+:2]=[N-:3].C1(P(C2C=CC=CC=2)C2C=CC=CC=2)C=CC=CC=1. The catalyst is Cl.CCOCC. The product is [N:1]([CH2:4][CH2:5][O:6][CH2:7][CH2:8][O:9][CH2:10][CH2:11][O:12][CH2:13][CH2:14][NH2:15])=[N+:2]=[N-:3]. The yield is 0.880.